Dataset: Reaction yield outcomes from USPTO patents with 853,638 reactions. Task: Predict the reaction yield, written as a fraction of the theoretical maximum amount of product (1.0 means a 100% yield; for example, 0.34 means a 34% yield). (1) The reactants are [Cl:1][C:2]1[CH:7]=[CH:6][C:5]([F:8])=[CH:4][C:3]=1[C@H:9]1[CH2:13][CH2:12][CH2:11][N:10]1[C:14]1[CH:19]=[CH:18][N:17]2[N:20]=[CH:21][C:22]([NH:23][C:24]([CH:26]3[CH2:29][N:28](C(OC(C)(C)C)=O)[CH2:27]3)=[O:25])=[C:16]2[N:15]=1.[C:37]([OH:43])([C:39]([F:42])([F:41])[F:40])=[O:38]. The catalyst is C(Cl)Cl. The product is [F:40][C:39]([F:42])([F:41])[C:37]([OH:43])=[O:38].[Cl:1][C:2]1[CH:7]=[CH:6][C:5]([F:8])=[CH:4][C:3]=1[C@H:9]1[CH2:13][CH2:12][CH2:11][N:10]1[C:14]1[CH:19]=[CH:18][N:17]2[N:20]=[CH:21][C:22]([NH:23][C:24]([CH:26]3[CH2:27][NH:28][CH2:29]3)=[O:25])=[C:16]2[N:15]=1. The yield is 0.880. (2) The reactants are Cl[C:2]1[C:7]2[N:8]=[C:9]([NH:12][C:13]3[CH:18]=[CH:17][C:16]([C:19]4[CH:20]=[N:21][N:22]([CH3:24])[CH:23]=4)=[CH:15][C:14]=3[O:25][CH2:26][CH3:27])[N:10]=[CH:11][C:6]=2[CH:5]=[CH:4][N:3]=1.[NH2:28][CH:29]1[CH2:34][CH2:33][O:32][CH2:31][CH2:30]1. No catalyst specified. The product is [CH2:26]([O:25][C:14]1[CH:15]=[C:16]([C:19]2[CH:20]=[N:21][N:22]([CH3:24])[CH:23]=2)[CH:17]=[CH:18][C:13]=1[NH:12][C:9]1[N:10]=[CH:11][C:6]2[CH:5]=[CH:4][N:3]=[C:2]([NH:28][CH:29]3[CH2:34][CH2:33][O:32][CH2:31][CH2:30]3)[C:7]=2[N:8]=1)[CH3:27]. The yield is 0.0900. (3) The reactants are [C:1](=[O:20])([O:18][CH3:19])[O:2][C:3]1[CH:8]=[C:7]([N+:9]([O-:11])=[O:10])[C:6](Br)=[CH:5][C:4]=1[CH:13]1[CH2:17][CH2:16][CH2:15][CH2:14]1.[CH3:21][CH:22]([CH3:26])[CH2:23][C:24]#[CH:25].ClC(OC)=O. The catalyst is C(OCC)(=O)C.Cl[Pd](Cl)([P](C1C=CC=CC=1)(C1C=CC=CC=1)C1C=CC=CC=1)[P](C1C=CC=CC=1)(C1C=CC=CC=1)C1C=CC=CC=1.[Cu]I.C(N(CC)CC)C.CN(C=O)C. The product is [C:1](=[O:20])([O:18][CH3:19])[O:2][C:3]1[CH:8]=[C:7]([N+:9]([O-:11])=[O:10])[C:6]([C:25]#[C:24][CH2:23][CH:22]([CH3:26])[CH3:21])=[CH:5][C:4]=1[CH:13]1[CH2:17][CH2:16][CH2:15][CH2:14]1. The yield is 0.750. (4) The reactants are [F:1][C:2]([F:34])([F:33])[C:3]1[CH:4]=[C:5]([CH2:13][C:14]([N:16]2[CH2:21][CH2:20][O:19][C:18]([CH2:30][CH2:31][OH:32])([C:22]3[CH:27]=[CH:26][C:25]([Cl:28])=[C:24]([Cl:29])[CH:23]=3)[CH2:17]2)=[O:15])[CH:6]=[C:7]([C:9]([F:12])([F:11])[F:10])[CH:8]=1.CN(C1C=CC=CN=1)C.C(N(CC)CC)C.[Cl:51][C:52]1[CH:57]=[CH:56][C:55]([S:58](Cl)(=[O:60])=[O:59])=[CH:54][CH:53]=1.Cl. The catalyst is C(Cl)Cl.O. The product is [Cl:51][C:52]1[CH:57]=[CH:56][C:55]([S:58]([O:32][CH2:31][CH2:30][C:18]2([C:22]3[CH:27]=[CH:26][C:25]([Cl:28])=[C:24]([Cl:29])[CH:23]=3)[O:19][CH2:20][CH2:21][N:16]([C:14](=[O:15])[CH2:13][C:5]3[CH:6]=[C:7]([C:9]([F:10])([F:11])[F:12])[CH:8]=[C:3]([C:2]([F:1])([F:33])[F:34])[CH:4]=3)[CH2:17]2)(=[O:60])=[O:59])=[CH:54][CH:53]=1. The yield is 0.476. (5) The reactants are [Cl:1][C:2]1[C:7]([Cl:8])=[CH:6][CH:5]=[CH:4][C:3]=1[N:9]1[CH2:14][CH2:13][N:12]([CH2:15][CH2:16][CH2:17][O:18][C:19]2[CH:27]=[C:26]3[C:22](C=NN3)=[CH:21][CH:20]=2)[CH2:11][CH2:10]1.[Na+].[I-].Cl.Cl[C:32]1C(Cl)=CC=C[C:33]=1[N:39]1[CH2:44]CNCC1.C([O-])([O-])=[O:46].[K+].[K+]. The catalyst is CC#N. The product is [Cl:1][C:2]1[C:7]([Cl:8])=[CH:6][CH:5]=[CH:4][C:3]=1[N:9]1[CH2:10][CH2:11][N:12]([CH2:15][CH2:16][CH2:17][O:18][C:19]2[CH:27]=[C:26]3[C:22]([CH2:32][CH2:33][NH:39][C:44]3=[O:46])=[CH:21][CH:20]=2)[CH2:13][CH2:14]1. The yield is 0.520. (6) The reactants are [OH:1][CH2:2][C@@H:3]([NH:14][C:15]([O:17][CH2:18][C:19]1[CH:24]=[CH:23][CH:22]=[CH:21][CH:20]=1)=[O:16])[CH2:4][N:5]1[CH2:13][CH2:12][CH2:11][C@H:6]1[C:7]([O:9][CH3:10])=[O:8].C(N(CC)CC)C.[CH3:32][S:33](Cl)(=[O:35])=[O:34]. The catalyst is ClCCl.CN(C)C1C=CN=CC=1. The product is [CH3:32][S:33]([O:1][CH2:2][C@@H:3]([NH:14][C:15]([O:17][CH2:18][C:19]1[CH:20]=[CH:21][CH:22]=[CH:23][CH:24]=1)=[O:16])[CH2:4][N:5]1[CH2:13][CH2:12][CH2:11][C@H:6]1[C:7]([O:9][CH3:10])=[O:8])(=[O:35])=[O:34]. The yield is 1.00. (7) The reactants are [C:1]([C:5]1[CH:10]=[CH:9][CH:8]=[CH:7][C:6]=1[N:11]1[CH2:16][CH2:15][N:14]([C:17](=[O:27])[C:18]([NH:20][CH:21]2[CH2:26][CH2:25]S[CH2:23][CH2:22]2)=[O:19])[CH2:13][CH2:12]1)([CH3:4])([CH3:3])[CH3:2].ClC1C=CC=C(C(OO)=O)C=1.[OH:39][S:40]([O-:42])=O.[Na+].C([O-])(O)=O.[Na+]. The catalyst is C(OCC)(=O)C. The product is [C:1]([C:5]1[CH:10]=[CH:9][CH:8]=[CH:7][C:6]=1[N:11]1[CH2:12][CH2:13][N:14]([C:17](=[O:27])[C:18]([NH:20][CH:21]2[CH2:22][CH2:23][S:40](=[O:42])(=[O:39])[CH2:25][CH2:26]2)=[O:19])[CH2:15][CH2:16]1)([CH3:3])([CH3:4])[CH3:2]. The yield is 0.880. (8) The reactants are [CH3:1][C:2]1[C:3](=[O:15])[NH:4][CH:5]=[N:6][C:7]=1[NH:8][C:9]1[CH:14]=[CH:13][CH:12]=[CH:11][CH:10]=1.[CH2:16]([O:23][C:24]1[CH:29]=[CH:28][C:27](I)=[CH:26][CH:25]=1)[C:17]1[CH:22]=[CH:21][CH:20]=[CH:19][CH:18]=1.[C@H]1(N)CCCC[C@@H]1N.[O-]P([O-])([O-])=O.[K+].[K+].[K+].CNCCNC. The catalyst is O1CCOCC1.CN(C=O)C.[Cu]I. The product is [CH2:16]([O:23][C:24]1[CH:29]=[CH:28][C:27]([N:4]2[C:3](=[O:15])[C:2]([CH3:1])=[C:7]([NH:8][C:9]3[CH:10]=[CH:11][CH:12]=[CH:13][CH:14]=3)[N:6]=[CH:5]2)=[CH:26][CH:25]=1)[C:17]1[CH:22]=[CH:21][CH:20]=[CH:19][CH:18]=1. The yield is 0.630. (9) The reactants are [NH2:1][C:2]1[N:11]=[CH:10][C:9]2[C:8](SC)=[N:7][CH:6]=[N:5][C:4]=2[CH:3]=1.[Br:14][C:15]1[CH:21]=[CH:20][C:18]([NH2:19])=[CH:17][CH:16]=1. No catalyst specified. The product is [NH2:1][C:2]1[N:11]=[CH:10][C:9]2[C:8]([NH:19][C:18]3[CH:20]=[CH:21][C:15]([Br:14])=[CH:16][CH:17]=3)=[N:7][CH:6]=[N:5][C:4]=2[CH:3]=1. The yield is 0.460.